Regression. Given two drug SMILES strings and cell line genomic features, predict the synergy score measuring deviation from expected non-interaction effect. From a dataset of NCI-60 drug combinations with 297,098 pairs across 59 cell lines. (1) Drug 1: C1CCC(C1)C(CC#N)N2C=C(C=N2)C3=C4C=CNC4=NC=N3. Drug 2: C1=C(C(=O)NC(=O)N1)N(CCCl)CCCl. Cell line: CAKI-1. Synergy scores: CSS=63.2, Synergy_ZIP=6.64, Synergy_Bliss=7.01, Synergy_Loewe=9.14, Synergy_HSA=11.2. (2) Drug 1: CN(C(=O)NC(C=O)C(C(C(CO)O)O)O)N=O. Drug 2: C1C(C(OC1N2C=NC3=C2NC=NCC3O)CO)O. Cell line: PC-3. Synergy scores: CSS=70.6, Synergy_ZIP=0.732, Synergy_Bliss=0.792, Synergy_Loewe=1.03, Synergy_HSA=0.644.